Dataset: Catalyst prediction with 721,799 reactions and 888 catalyst types from USPTO. Task: Predict which catalyst facilitates the given reaction. (1) Reactant: [NH2:1][C:2]1[CH:3]=[C:4]([CH:9]=[CH:10][C:11]=1Br)[C:5]([O:7][CH3:8])=[O:6].[F:13][C:14]1[CH:15]=[N:16][CH:17]=[CH:18][C:19]=1B(O)O.O1CCOCC1.C(=O)([O-])[O-].[K+].[K+]. Product: [NH2:1][C:2]1[CH:3]=[C:4]([CH:9]=[CH:10][C:11]=1[C:19]1[CH:18]=[CH:17][N:16]=[CH:15][C:14]=1[F:13])[C:5]([O:7][CH3:8])=[O:6]. The catalyst class is: 263. (2) Reactant: C[O:2][C:3]([C:5]1[S:6][C:7]([C:27]2[CH:32]=[CH:31][CH:30]=[CH:29][CH:28]=2)=[CH:8][C:9]=1[N:10]([C:18]([C@H:20]1[CH2:25][CH2:24][C@H:23]([CH3:26])[CH2:22][CH2:21]1)=[O:19])[CH:11]1[CH2:16][CH2:15][N:14]([CH3:17])[CH2:13][CH2:12]1)=[O:4].[Li+].[OH-].[ClH:35]. Product: [Cl-:35].[C:3]([C:5]1[S:6][C:7]([C:27]2[CH:32]=[CH:31][CH:30]=[CH:29][CH:28]=2)=[CH:8][C:9]=1[N:10]([C:18]([C@H:20]1[CH2:21][CH2:22][C@H:23]([CH3:26])[CH2:24][CH2:25]1)=[O:19])[CH:11]1[CH2:16][CH2:15][NH+:14]([CH3:17])[CH2:13][CH2:12]1)([OH:4])=[O:2]. The catalyst class is: 38. (3) Reactant: C1C(=O)N([Br:8])C(=O)C1.[N:9]1[CH:14]=[CH:13][C:12]([C:15]2[N:16]=[C:17]3[CH2:22][CH2:21][CH2:20][N:18]3[CH:19]=2)=[CH:11][CH:10]=1.[O-]S([O-])(=S)=O.[Na+].[Na+]. Product: [Br:8][C:19]1[N:18]2[CH2:20][CH2:21][CH2:22][C:17]2=[N:16][C:15]=1[C:12]1[CH:11]=[CH:10][N:9]=[CH:14][CH:13]=1. The catalyst class is: 3. (4) Reactant: [F:1][C:2]([F:9])([C:5]([F:8])([F:7])[F:6])[CH2:3][OH:4].N12CCCN=C1CCCCC2.CS([C:24]1[N:25]([C:35]2[CH:40]=[CH:39][C:38]([O:41][CH2:42][C:43]([F:46])([F:45])[F:44])=[CH:37][CH:36]=2)[C:26](=[O:34])[C:27]2[CH2:32][C:31](=[O:33])[NH:30][C:28]=2[N:29]=1)=O. Product: [F:1][C:2]([F:9])([C:5]([F:8])([F:7])[F:6])[CH2:3][O:4][C:24]1[N:25]([C:35]2[CH:36]=[CH:37][C:38]([O:41][CH2:42][C:43]([F:45])([F:44])[F:46])=[CH:39][CH:40]=2)[C:26](=[O:34])[C:27]2[CH2:32][C:31](=[O:33])[NH:30][C:28]=2[N:29]=1. The catalyst class is: 7. (5) Reactant: [Cl:1][C:2]1[CH:10]=[CH:9][CH:8]=[C:7]([Cl:11])[C:3]=1[C:4]([OH:6])=[O:5].[CH3:12]OC(=O)OC.N12CCCN=C1CCCCC2. Product: [Cl:1][C:2]1[CH:10]=[CH:9][CH:8]=[C:7]([Cl:11])[C:3]=1[C:4]([O:6][CH3:12])=[O:5]. The catalyst class is: 84. (6) Reactant: [C:1]([O:5][C:6]([N:8]1[CH2:13][CH2:12][CH:11]([NH:14][CH2:15][C:16]2[C:21]([CH3:22])=[CH:20][C:19]([Cl:23])=[CH:18][N:17]=2)[CH2:10][CH2:9]1)=[O:7])([CH3:4])([CH3:3])[CH3:2].[CH:24]([C:27]1[C:28]([CH:33]=O)=[N:29][CH:30]=[CH:31][CH:32]=1)([CH3:26])[CH3:25].[BH-](OC(C)=O)(OC(C)=O)OC(C)=O.[Na+]. Product: [C:1]([O:5][C:6]([N:8]1[CH2:9][CH2:10][CH:11]([N:14]([CH2:15][C:16]2[C:21]([CH3:22])=[CH:20][C:19]([Cl:23])=[CH:18][N:17]=2)[CH2:33][C:28]2[C:27]([CH:24]([CH3:26])[CH3:25])=[CH:32][CH:31]=[CH:30][N:29]=2)[CH2:12][CH2:13]1)=[O:7])([CH3:4])([CH3:3])[CH3:2]. The catalyst class is: 2. (7) Reactant: Cl[C:2]1[CH:7]=[C:6]([Cl:8])[N:5]=[C:4]([S:9][C:10]2[CH:15]=[CH:14][C:13]([NH:16][C:17](=[O:23])[CH2:18][C:19]([F:22])([F:21])[F:20])=[CH:12][CH:11]=2)[N:3]=1.[S:24]1[C:28]([NH2:29])=[N:27][CH:26]=[N:25]1.CC1(C)C2C(=C(P(C3C=CC=CC=3)C3C=CC=CC=3)C=CC=2)OC2C(P(C3C=CC=CC=3)C3C=CC=CC=3)=CC=CC1=2.C([O-])([O-])=O.[Na+].[Na+]. Product: [S:24]1[C:28]([NH:29][C:2]2[CH:7]=[C:6]([Cl:8])[N:5]=[C:4]([S:9][C:10]3[CH:15]=[CH:14][C:13]([NH:16][C:17](=[O:23])[CH2:18][C:19]([F:22])([F:21])[F:20])=[CH:12][CH:11]=3)[N:3]=2)=[N:27][CH:26]=[N:25]1. The catalyst class is: 102. (8) Reactant: [NH2:1][C:2]1[C:7]([C:8]([OH:10])=O)=[C:6]([Cl:11])[N:5]=[CH:4][CH:3]=1.[CH2:12]([NH2:20])[CH2:13][C:14]1[CH:19]=[CH:18][CH:17]=[CH:16][CH:15]=1.CN(C(ON1N=NC2C=CC=CC1=2)=[N+](C)C)C.F[P-](F)(F)(F)(F)F. Product: [NH2:1][C:2]1[C:7]([C:8]([NH:20][CH2:12][CH2:13][C:14]2[CH:19]=[CH:18][CH:17]=[CH:16][CH:15]=2)=[O:10])=[C:6]([Cl:11])[N:5]=[CH:4][CH:3]=1. The catalyst class is: 174.